This data is from Full USPTO retrosynthesis dataset with 1.9M reactions from patents (1976-2016). The task is: Predict the reactants needed to synthesize the given product. (1) Given the product [F:23][C:24]1[CH:31]=[CH:30][C:27]([CH2:28][NH:1][CH2:2][C:3]2[CH:12]=[CH:11][CH:10]=[C:9]3[C:4]=2[CH:5]=[CH:6][C:7]([NH:13][C@H:14]2[C:22]4[C:17](=[CH:18][CH:19]=[CH:20][CH:21]=4)[CH2:16][CH2:15]2)=[N:8]3)=[CH:26][CH:25]=1, predict the reactants needed to synthesize it. The reactants are: [NH2:1][CH2:2][C:3]1[CH:12]=[CH:11][CH:10]=[C:9]2[C:4]=1[CH:5]=[CH:6][C:7]([NH:13][C@H:14]1[C:22]3[C:17](=[CH:18][CH:19]=[CH:20][CH:21]=3)[CH2:16][CH2:15]1)=[N:8]2.[F:23][C:24]1[CH:31]=[CH:30][C:27]([CH:28]=O)=[CH:26][CH:25]=1.C(O)(=O)C. (2) Given the product [CH3:23][O:24][C:25]1[CH:26]=[C:27]([N:31]2[C:7]([C:9]3[CH:14]=[CH:13][CH:12]=[C:11]([C:15]([F:18])([F:17])[F:16])[CH:10]=3)=[CH:6][C:5]([C:4]([O:3][CH2:1][CH3:2])=[O:20])=[N:32]2)[CH:28]=[CH:29][CH:30]=1, predict the reactants needed to synthesize it. The reactants are: [CH2:1]([O:3][C:4](=[O:20])[C:5](=O)/[CH:6]=[C:7](/[C:9]1[CH:14]=[CH:13][CH:12]=[C:11]([C:15]([F:18])([F:17])[F:16])[CH:10]=1)\[O-])[CH3:2].[Li+].Cl.[CH3:23][O:24][C:25]1[CH:26]=[C:27]([NH:31][NH2:32])[CH:28]=[CH:29][CH:30]=1. (3) Given the product [Br:22][C:18]1[N:19]=[C:20]([NH:24][CH2:25][C:26]([OH:28])([CH3:29])[CH3:27])[C:15]2[N:16]([C:12]([C:9]3[CH:8]=[CH:7][C:6]([C:5]([NH:4][CH:1]4[CH2:2][CH2:3]4)=[O:23])=[CH:11][CH:10]=3)=[CH:13][N:14]=2)[CH:17]=1, predict the reactants needed to synthesize it. The reactants are: [CH:1]1([NH:4][C:5](=[O:23])[C:6]2[CH:11]=[CH:10][C:9]([C:12]3[N:16]4[CH:17]=[C:18]([Br:22])[N:19]=[C:20](Br)[C:15]4=[N:14][CH:13]=3)=[CH:8][CH:7]=2)[CH2:3][CH2:2]1.[NH2:24][CH2:25][C:26]([CH3:29])([OH:28])[CH3:27].C1(C)C=CC=CC=1.